This data is from Forward reaction prediction with 1.9M reactions from USPTO patents (1976-2016). The task is: Predict the product of the given reaction. (1) Given the reactants [F:1][C:2]([F:20])([F:19])[C:3]([C:9]1[C:17]2[C:12](=[CH:13][CH:14]=[C:15]([F:18])[CH:16]=2)[NH:11][CH:10]=1)(O)[C:4]([O:6]C)=[O:5].Cl, predict the reaction product. The product is: [F:20][C:2]([F:1])([F:19])[CH:3]([C:9]1[C:17]2[C:12](=[CH:13][CH:14]=[C:15]([F:18])[CH:16]=2)[NH:11][CH:10]=1)[C:4]([OH:6])=[O:5]. (2) Given the reactants [OH:1][C:2]1[CH:7]=[CH:6][C:5]([CH2:8][CH2:9][CH:10]([NH:12][C:13](=[O:15])[CH3:14])[CH3:11])=[CH:4][CH:3]=1.[H-].[Na+].Cl[C:19]1[N:20]=[N:21][C:22]([O:25][CH:26]([CH3:28])[CH3:27])=[CH:23][CH:24]=1.C(OCC)(=O)C, predict the reaction product. The product is: [CH:26]([O:25][C:22]1[N:21]=[N:20][C:19]([O:1][C:2]2[CH:3]=[CH:4][C:5]([CH2:8][CH2:9][CH:10]([NH:12][C:13](=[O:15])[CH3:14])[CH3:11])=[CH:6][CH:7]=2)=[CH:24][CH:23]=1)([CH3:28])[CH3:27]. (3) Given the reactants [OH:1][C:2]12[CH2:11][CH:6]3[CH2:7][CH:8]([CH2:10][C:4]([O:12][C:13](=[O:17])[C:14]([CH3:16])=[CH2:15])([CH2:5]3)[CH2:3]1)[CH2:9]2.[CH2:18]([O:20][CH:21]=[CH2:22])[CH3:19].C([O-])([O-])=O.[Na+].[Na+], predict the reaction product. The product is: [CH2:18]([O:20][CH:21]([O:1][C:2]12[CH2:11][CH:6]3[CH2:7][CH:8]([CH2:10][C:4]([O:12][C:13](=[O:17])[C:14]([CH3:16])=[CH2:15])([CH2:5]3)[CH2:3]1)[CH2:9]2)[CH3:22])[CH3:19].